From a dataset of Catalyst prediction with 721,799 reactions and 888 catalyst types from USPTO. Predict which catalyst facilitates the given reaction. (1) Reactant: [NH2:1][C:2]1[CH:7]=[CH:6][C:5]([OH:8])=[C:4](F)[CH:3]=1.[H-].[Na+].Cl[C:13]1[C:14]2[CH:15]=[C:16]3[O:32][CH2:31][CH2:30][O:29][CH2:28][CH2:27][O:26][CH2:25][CH2:24][O:23][C:17]3=[CH:18][C:19]=2[N:20]=[CH:21][N:22]=1.[CH3:33]N(C=O)C. Product: [NH2:1][C:2]1[CH:7]=[CH:6][C:5]([O:8][C:13]2[C:14]3[CH:15]=[C:16]4[O:32][CH2:31][CH2:30][O:29][CH2:28][CH2:27][O:26][CH2:25][CH2:24][O:23][C:17]4=[CH:18][C:19]=3[N:20]=[CH:21][N:22]=2)=[C:4]([CH3:33])[CH:3]=1. The catalyst class is: 25. (2) Reactant: Cl[C:2]1[C:7]([O:8][CH3:9])=[CH:6][N:5]=[C:4]([C:10]2[CH:15]=[CH:14][C:13]([N+:16]([O-:18])=[O:17])=[CH:12][CH:11]=2)[N:3]=1.[NH:19]1[CH2:24][CH2:23][O:22][CH2:21][CH2:20]1.[NH4+].[Cl-]. Product: [CH3:9][O:8][C:7]1[C:2]([N:19]2[CH2:24][CH2:23][O:22][CH2:21][CH2:20]2)=[N:3][C:4]([C:10]2[CH:15]=[CH:14][C:13]([N+:16]([O-:18])=[O:17])=[CH:12][CH:11]=2)=[N:5][CH:6]=1. The catalyst class is: 4. (3) Reactant: [CH2:1]([N:8]1[CH2:13][CH2:12][CH:11]([CH2:14][CH2:15][NH2:16])[CH2:10][CH2:9]1)[C:2]1[CH:7]=[CH:6][CH:5]=[CH:4][CH:3]=1.[CH3:17][C:18]1[NH:19][C:20]([CH3:25])=[C:21]([CH:23]=O)[N:22]=1.[C:26](O)(=[O:28])C.C(O[BH-](OC(=O)C)OC(=O)C)(=O)C.[Na+]. Product: [CH2:1]([N:8]1[CH2:13][CH2:12][CH:11]([CH2:14][CH2:15][N:16]2[CH2:25][C:20]3=[C:21]([CH3:23])[N:22]=[C:18]([CH3:17])[N:19]3[C:26]2=[O:28])[CH2:10][CH2:9]1)[C:2]1[CH:7]=[CH:6][CH:5]=[CH:4][CH:3]=1. The catalyst class is: 26. (4) Reactant: [C:1]([OH:6])(=[S:5])[CH:2]([CH3:4])[OH:3].O.O.O.O.O.S([O-])([O-])(=O)=O.[Cu+2:17]. Product: [C:1]([O-:6])(=[S:5])[CH:2]([CH3:4])[OH:3].[Cu+2:17].[C:1]([O-:6])(=[S:5])[CH:2]([CH3:4])[OH:3]. The catalyst class is: 6. (5) Reactant: Cl[C:2]1[N:7]=[CH:6][C:5]([C:8]2[N:12]3[N:13]=[CH:14][CH:15]=[C:16]([N:17]4[CH2:22][CH2:21][O:20][CH2:19][CH2:18]4)[C:11]3=[N:10][C:9]=2/[CH:23]=[CH:24]/[C:25]2[CH:34]=[CH:33][C:32]3[C:27](=[CH:28][CH:29]=[CH:30][CH:31]=3)[N:26]=2)=[CH:4][CH:3]=1.[N:35]1[N:36]=[C:37]([SH:40])[NH:38][CH:39]=1.CC(C)([O-])C.[K+].O. Product: [N:35]1[N:36]=[C:37]([S:40][C:2]2[N:7]=[CH:6][C:5]([C:8]3[N:12]4[N:13]=[CH:14][CH:15]=[C:16]([N:17]5[CH2:22][CH2:21][O:20][CH2:19][CH2:18]5)[C:11]4=[N:10][C:9]=3/[CH:23]=[CH:24]/[C:25]3[CH:34]=[CH:33][C:32]4[C:27](=[CH:28][CH:29]=[CH:30][CH:31]=4)[N:26]=3)=[CH:4][CH:3]=2)[NH:38][CH:39]=1. The catalyst class is: 44. (6) Reactant: [O:1]=[C:2]1[C:6]2[CH:7]=[CH:8][CH:9]=[CH:10][C:5]=2[C:4]([C:14]2[CH:19]=[CH:18][CH:17]=[CH:16][CH:15]=2)([C:11]([NH2:13])=O)[O:3]1.[CH3:20][C:21](N)([CH3:24])[CH2:22][NH2:23].C1(C)C=CC=CC=1. Product: [OH:3][C:4]1([C:14]2[CH:19]=[CH:18][CH:17]=[CH:16][CH:15]=2)[C:5]2[CH:10]=[CH:9][CH:8]=[CH:7][C:6]=2[C:2](=[O:1])[N:23]2[CH2:22][C:21]([CH3:24])([CH3:20])[N:13]=[C:11]12. The catalyst class is: 6. (7) Reactant: CC1(C)CC(N)=C(C)C=C1C1C=C(C)C(N)=CC=1.[O:19]=[CH:20][C@@H:21]([C@H:23]([C@@H:25]([C@@H:27]([CH2:29][OH:30])[OH:28])[OH:26])[OH:24])[OH:22].[O:31]=[O:32]. Product: [O:19]=[C:20]([OH:31])[C@@H:21]([C@H:23]([C@@H:25]([C@@H:27]([CH2:29][OH:30])[OH:28])[OH:26])[OH:24])[OH:22].[OH:31][OH:32]. The catalyst class is: 8.